Predict the reaction yield, written as a fraction of the theoretical maximum amount of product (1.0 means a 100% yield; for example, 0.34 means a 34% yield). From a dataset of Reaction yield outcomes from USPTO patents with 853,638 reactions. The reactants are [I:1]I.[NH2:3][C:4]1[CH:13]=[C:12]([Cl:14])[CH:11]=[CH:10][C:5]=1[C:6]([O:8][CH3:9])=[O:7]. The catalyst is CCO.S([O-])([O-])(=O)=O.[Ag+2]. The product is [NH2:3][C:4]1[CH:13]=[C:12]([Cl:14])[C:11]([I:1])=[CH:10][C:5]=1[C:6]([O:8][CH3:9])=[O:7]. The yield is 0.990.